From a dataset of Forward reaction prediction with 1.9M reactions from USPTO patents (1976-2016). Predict the product of the given reaction. Given the reactants Cl.C([N:9]1[CH2:14][CH2:13][CH:12]([C:15]([O:17][CH2:18][CH3:19])=[O:16])[C:11](=[O:20])[CH2:10]1)C1C=CC=CC=1.C(N(CC)CC)C.[C:36](O[C:36]([O:38][C:39]([CH3:42])([CH3:41])[CH3:40])=[O:37])([O:38][C:39]([CH3:42])([CH3:41])[CH3:40])=[O:37], predict the reaction product. The product is: [O:20]=[C:11]1[CH:12]([C:15]([O:17][CH2:18][CH3:19])=[O:16])[CH2:13][CH2:14][N:9]([C:36]([O:38][C:39]([CH3:40])([CH3:41])[CH3:42])=[O:37])[CH2:10]1.